From a dataset of Full USPTO retrosynthesis dataset with 1.9M reactions from patents (1976-2016). Predict the reactants needed to synthesize the given product. (1) Given the product [C:16]([O:20][C:21]([N:23]1[C:31]2[C:26](=[CH:27][CH:28]=[C:29]([Br:32])[CH:30]=2)[CH:25]=[C:24]1[C:2]1[CH:7]=[C:6]([C:8]2[CH:13]=[CH:12][N:11]=[CH:10][CH:9]=2)[N:5]=[N:4][C:3]=1[O:14][CH3:15])=[O:22])([CH3:19])([CH3:17])[CH3:18], predict the reactants needed to synthesize it. The reactants are: I[C:2]1[CH:7]=[C:6]([C:8]2[CH:13]=[CH:12][N:11]=[CH:10][CH:9]=2)[N:5]=[N:4][C:3]=1[O:14][CH3:15].[C:16]([O:20][C:21]([N:23]1[C:31]2[C:26](=[CH:27][CH:28]=[C:29]([Br:32])[CH:30]=2)[CH:25]=[C:24]1B1OC(C)(C)C(C)(C)O1)=[O:22])([CH3:19])([CH3:18])[CH3:17].C(=O)([O-])[O-].[Cs+].[Cs+].ClCCl. (2) Given the product [Cl:1][C:2]1[CH:7]=[CH:6][C:5]([C:8]2[N:12]([CH2:13][CH2:14][C:15]([F:17])([F:16])[F:18])[C:11](=[O:19])[N:10]([CH2:20][C:21]([OH:23])=[O:22])[N:9]=2)=[CH:4][CH:3]=1, predict the reactants needed to synthesize it. The reactants are: [Cl:1][C:2]1[CH:7]=[CH:6][C:5]([C:8]2[N:12](/[CH:13]=[CH:14]/[C:15]([F:18])([F:17])[F:16])[C:11](=[O:19])[N:10]([CH2:20][C:21]([OH:23])=[O:22])[N:9]=2)=[CH:4][CH:3]=1. (3) The reactants are: Cl[C:2]1[CH:7]=[CH:6][N:5]=[C:4]2[CH:8]=[C:9]([C:11]([N:13]3[CH2:17][CH2:16][C@@H:15]([OH:18])[CH2:14]3)=[O:12])[S:10][C:3]=12.[CH:19]1([NH:22][C:23]([C:25]2[C:33]3[C:28](=[CH:29][C:30]([OH:34])=[CH:31][CH:32]=3)[N:27]([CH3:35])[C:26]=2[CH3:36])=[O:24])[CH2:21][CH2:20]1.C([O-])([O-])=O.[Cs+].[Cs+]. Given the product [CH:19]1([NH:22][C:23]([C:25]2[C:33]3[C:28](=[CH:29][C:30]([O:34][C:2]4[CH:7]=[CH:6][N:5]=[C:4]5[CH:8]=[C:9]([C:11]([N:13]6[CH2:17][CH2:16][C@@H:15]([OH:18])[CH2:14]6)=[O:12])[S:10][C:3]=45)=[CH:31][CH:32]=3)[N:27]([CH3:35])[C:26]=2[CH3:36])=[O:24])[CH2:20][CH2:21]1, predict the reactants needed to synthesize it. (4) Given the product [CH3:14][N:15]1[CH2:20][CH2:19][N:18]([C:2]2[CH:7]=[CH:6][CH:5]=[C:4]([N+:8]([O-:10])=[O:9])[C:3]=2[C:11](=[O:13])[CH3:12])[CH2:17][CH2:16]1, predict the reactants needed to synthesize it. The reactants are: Cl[C:2]1[CH:7]=[CH:6][CH:5]=[C:4]([N+:8]([O-:10])=[O:9])[C:3]=1[C:11](=[O:13])[CH3:12].[CH3:14][N:15]1[CH2:20][CH2:19][NH:18][CH2:17][CH2:16]1. (5) Given the product [CH2:22]([O:21][CH:5]([CH2:6][C:7]1[CH:12]=[CH:11][CH:10]=[C:9]([OH:13])[CH:8]=1)[C:4]([O:3][CH2:1][CH3:2])=[O:24])[CH3:23], predict the reactants needed to synthesize it. The reactants are: [CH2:1]([O:3][C:4](=[O:24])[C:5]([O:21][CH2:22][CH3:23])=[CH:6][C:7]1[CH:12]=[CH:11][CH:10]=[C:9]([O:13]CC2C=CC=CC=2)[CH:8]=1)[CH3:2]. (6) Given the product [CH3:18][N:17]([CH:3]=[O:5])[CH3:16].[CH3:15][N:20]([CH3:18])[CH:9]=[O:10], predict the reactants needed to synthesize it. The reactants are: FC(F)(F)[C:3]([OH:5])=O.O[C:9](C(F)(F)F)=[O:10].[CH3:15][C:16]#[N:17].[C:18](#[N:20])C.